This data is from Forward reaction prediction with 1.9M reactions from USPTO patents (1976-2016). The task is: Predict the product of the given reaction. (1) Given the reactants Cl.[NH2:2][OH:3].C[O-].[Na+].CO.C1C2C(COC([N:26]3[CH2:30][CH2:29][CH:28]([CH:31]([C:56](OC)=[O:57])[NH:32][C:33](=[O:55])[C:34]4[CH:39]=[CH:38][C:37]([C:40]#[C:41][C:42]5[CH:47]=[CH:46][C:45]([CH2:48][N:49]6[CH2:54][CH2:53][O:52][CH2:51][CH2:50]6)=[CH:44][CH:43]=5)=[CH:36][CH:35]=4)[CH2:27]3)=O)C3C(=CC=CC=3)C=2C=CC=1.Cl, predict the reaction product. The product is: [OH:3][NH:2][C:56]([CH:31]([CH:28]1[CH2:29][CH2:30][NH:26][CH2:27]1)[NH:32][C:33](=[O:55])[C:34]1[CH:39]=[CH:38][C:37]([C:40]#[C:41][C:42]2[CH:43]=[CH:44][C:45]([CH2:48][N:49]3[CH2:50][CH2:51][O:52][CH2:53][CH2:54]3)=[CH:46][CH:47]=2)=[CH:36][CH:35]=1)=[O:57]. (2) Given the reactants CS(CC1C(C2C=CC=CC=2)=NC2C(C=1C(N[C@H](C1C=CC=CC=1)CC)=O)=CC=CC=2)=[O:3].[CH:33]([S:36][CH2:37][C:38]1[C:39]([C:60]2[CH:65]=[CH:64][CH:63]=[CH:62][CH:61]=2)=[N:40][C:41]2[C:46]([C:47]=1[C:48]([NH:50][C@H:51]([C:54]1[CH:59]=[CH:58][CH:57]=[CH:56][CH:55]=1)[CH2:52][CH3:53])=[O:49])=[CH:45][CH:44]=[CH:43][CH:42]=2)([CH3:35])[CH3:34], predict the reaction product. The product is: [CH:33]([S:36]([CH2:37][C:38]1[C:39]([C:60]2[CH:61]=[CH:62][CH:63]=[CH:64][CH:65]=2)=[N:40][C:41]2[C:46]([C:47]=1[C:48]([NH:50][C@H:51]([C:54]1[CH:55]=[CH:56][CH:57]=[CH:58][CH:59]=1)[CH2:52][CH3:53])=[O:49])=[CH:45][CH:44]=[CH:43][CH:42]=2)=[O:3])([CH3:34])[CH3:35]. (3) Given the reactants [CH3:1][NH:2][CH:3]1[CH2:8][CH2:7][C:6]([C:9]2[C:13]3=[N:14][CH:15]=[CH:16][CH:17]=[C:12]3[NH:11][CH:10]=2)=[CH:5][CH2:4]1.[C:18]([O:22][C:23](O[C:23]([O:22][C:18]([CH3:21])([CH3:20])[CH3:19])=[O:24])=[O:24])([CH3:21])([CH3:20])[CH3:19].C(N(CC)CC)C, predict the reaction product. The product is: [CH3:1][N:2]([CH:3]1[CH2:8][CH2:7][C:6]([C:9]2[C:13]3=[N:14][CH:15]=[CH:16][CH:17]=[C:12]3[NH:11][CH:10]=2)=[CH:5][CH2:4]1)[C:23](=[O:24])[O:22][C:18]([CH3:21])([CH3:20])[CH3:19]. (4) Given the reactants Br[C:2]1[C:3]([N+:8]([O-])=O)=[N:4][CH:5]=[CH:6][CH:7]=1.[C:11]1([NH:17][C:18](=O)[CH3:19])[CH:16]=[CH:15][CH:14]=[CH:13][CH:12]=1, predict the reaction product. The product is: [CH3:19][C:18]1[N:17]([C:11]2[CH:16]=[CH:15][CH:14]=[CH:13][CH:12]=2)[C:2]2[C:3]([N:8]=1)=[N:4][CH:5]=[CH:6][CH:7]=2. (5) Given the reactants C(OC([N:8]1[CH2:11][CH:10]([NH:12][C:13]([O:15][CH2:16][C:17]2[CH:22]=[CH:21][C:20]([N+:23]([O-:25])=[O:24])=[CH:19][CH:18]=2)=[O:14])[CH2:9]1)=O)(C)(C)C.[ClH:26], predict the reaction product. The product is: [ClH:26].[N+:23]([C:20]1[CH:21]=[CH:22][C:17]([CH2:16][O:15][C:13]([NH:12][CH:10]2[CH2:9][NH:8][CH2:11]2)=[O:14])=[CH:18][CH:19]=1)([O-:25])=[O:24]. (6) Given the reactants Br[C:2]1[CH:9]=[CH:8][C:5]([C:6]#[N:7])=[CH:4][CH:3]=1.[H-].[Na+].C1(C)C=CC(P(C2C=CC(C)=CC=2)[C:19]2(P(C3C=CC(C)=CC=3)C3C=CC(C)=CC=3)[CH2:28][CH:27]=[C:26]3[C:21](C=CC=C3)=[C:20]2[C:29]2[C:38]3C(=CC=CC=3)C=CC=2)=CC=1.C(OCC)(=[O:64])C, predict the reaction product. The product is: [C:20]1([CH:29]([O:64][C:2]2[CH:9]=[CH:8][C:5]([C:6]#[N:7])=[CH:4][CH:3]=2)[CH3:38])[CH:21]=[CH:26][CH:27]=[CH:28][CH:19]=1. (7) Given the reactants C(O[N:9]1[CH:14]=[CH:13][CH:12]=[CH:11][C:10]1=[O:15])C1C=CC=CC=1.Br[C:17]1[CH:22]=[C:21]2[N:23]([CH3:34])[C:24]3[CH:33]4[N:28]([CH2:29][CH2:30][CH2:31][CH2:32]4)[CH2:27][CH2:26][C:25]=3[C:20]2=[CH:19][CH:18]=1.BrC1C=C2C([C:40]3[CH2:52][CH2:51][N:50]4[CH:46]([CH2:47]CC4)[C:41]=3N2C)=CC=1.[ClH:53].C[OH:55], predict the reaction product. The product is: [ClH:53].[Cl:53][C:52]1[CH:40]=[CH:41][C:46]([CH2:47][O:55][C:12]2[CH:13]=[CH:14][N:9]([C:17]3[CH:22]=[C:21]4[N:23]([CH3:34])[C:24]5[CH:33]6[N:28]([CH2:29][CH2:30][CH2:31][CH2:32]6)[CH2:27][CH2:26][C:25]=5[C:20]4=[CH:19][CH:18]=3)[C:10](=[O:15])[CH:11]=2)=[N:50][CH:51]=1. (8) Given the reactants [OH:1][CH:2]([CH:6]([NH:14][C:15](=[O:33])[C:16]1[CH:21]=[CH:20][CH:19]=[N:18][C:17]=1[N:22]1[CH:26]=[CH:25][C:24]([C:27]2[CH:32]=[CH:31][CH:30]=[CH:29][CH:28]=2)=[N:23]1)[CH2:7][C:8]1[CH:13]=[CH:12][CH:11]=[CH:10][CH:9]=1)[C:3](O)=[O:4].Cl.[CH2:35]([O:37][NH2:38])[CH3:36], predict the reaction product. The product is: [CH2:35]([O:37][NH:38][C:3](=[O:4])[CH:2]([OH:1])[CH:6]([NH:14][C:15](=[O:33])[C:16]1[CH:21]=[CH:20][CH:19]=[N:18][C:17]=1[N:22]1[CH:26]=[CH:25][C:24]([C:27]2[CH:28]=[CH:29][CH:30]=[CH:31][CH:32]=2)=[N:23]1)[CH2:7][C:8]1[CH:9]=[CH:10][CH:11]=[CH:12][CH:13]=1)[CH3:36]. (9) Given the reactants [NH2:1][C:2]1[CH:3]=[N:4][CH:5]=[CH:6][C:7]=1[N:8]1[CH2:13][C@H:12]([CH3:14])[C@@H:11]([O:15][Si:16]([C:19]([CH3:22])([CH3:21])[CH3:20])([CH3:18])[CH3:17])[C@H:10]([NH:23][C:24](=[O:30])[O:25][C:26]([CH3:29])([CH3:28])[CH3:27])[CH2:9]1.[CH3:31][C:32]([O:35][C:36](O[C:36]([O:35][C:32]([CH3:34])([CH3:33])[CH3:31])=[O:37])=[O:37])([CH3:34])[CH3:33], predict the reaction product. The product is: [C:26]([O:25][C:24]([NH:23][C@H:10]1[C@H:11]([O:15][Si:16]([C:19]([CH3:22])([CH3:21])[CH3:20])([CH3:18])[CH3:17])[C@@H:12]([CH3:14])[CH2:13][N:8]([C:7]2[CH:6]=[CH:5][N:4]=[CH:3][C:2]=2[N:1]([C:36]([O:35][C:32]([CH3:34])([CH3:33])[CH3:31])=[O:37])[C:24]([O:25][C:26]([CH3:29])([CH3:28])[CH3:27])=[O:30])[CH2:9]1)=[O:30])([CH3:29])([CH3:28])[CH3:27].